This data is from Peptide-MHC class I binding affinity with 185,985 pairs from IEDB/IMGT. The task is: Regression. Given a peptide amino acid sequence and an MHC pseudo amino acid sequence, predict their binding affinity value. This is MHC class I binding data. (1) The peptide sequence is IQYPLWWGH. The MHC is HLA-A01:01 with pseudo-sequence HLA-A01:01. The binding affinity (normalized) is 0.0847. (2) The peptide sequence is VSDGGPNLY. The MHC is HLA-B40:01 with pseudo-sequence HLA-B40:01. The binding affinity (normalized) is 0.0847. (3) The peptide sequence is DFDGTPRLY. The MHC is HLA-A69:01 with pseudo-sequence HLA-A69:01. The binding affinity (normalized) is 0.0847. (4) The peptide sequence is FPVTPQVPL. The MHC is HLA-B07:02 with pseudo-sequence HLA-B07:02. The binding affinity (normalized) is 0.772. (5) The peptide sequence is GLNDYLHSV. The MHC is HLA-A02:06 with pseudo-sequence HLA-A02:06. The binding affinity (normalized) is 0.873. (6) The binding affinity (normalized) is 0.0847. The peptide sequence is RDALGRTAL. The MHC is HLA-B44:02 with pseudo-sequence HLA-B44:02. (7) The peptide sequence is GLFDFVNFV. The MHC is HLA-A68:02 with pseudo-sequence HLA-A68:02. The binding affinity (normalized) is 0.528. (8) The peptide sequence is LEMNDAPTA. The MHC is HLA-B39:01 with pseudo-sequence HLA-B39:01. The binding affinity (normalized) is 0.0847.